From a dataset of Full USPTO retrosynthesis dataset with 1.9M reactions from patents (1976-2016). Predict the reactants needed to synthesize the given product. (1) The reactants are: [NH2:1][C:2]1[N:3]([CH3:22])[C:4]2[C:9]([C:10](=[O:21])[C:11]=1[C:12]([NH:14][C:15]1[CH:20]=[CH:19][CH:18]=[CH:17][CH:16]=1)=[O:13])=[CH:8][CH:7]=[CH:6][CH:5]=2.CN(C=O)C.CO.C(OCC)C.[CH3:35][CH2:36][CH2:37][CH2:38][CH3:39]. Given the product [CH:36]1([C:35]2[N:14]([C:15]3[CH:16]=[CH:17][CH:18]=[CH:19][CH:20]=3)[C:12](=[O:13])[C:11]3[C:10](=[O:21])[C:9]4[C:4](=[CH:5][CH:6]=[CH:7][CH:8]=4)[N:3]([CH3:22])[C:2]=3[N:1]=2)[CH2:39][CH2:38][CH2:37]1, predict the reactants needed to synthesize it. (2) Given the product [C:13]([C:17]1[CH:22]=[CH:21][C:20]([C:2]2[C:10]([CH3:11])=[C:9]([CH3:12])[CH:8]=[C:7]3[C:3]=2[CH:4]=[CH:5][CH2:6]3)=[CH:19][CH:18]=1)([CH3:16])([CH3:15])[CH3:14], predict the reactants needed to synthesize it. The reactants are: Br[C:2]1[C:10]([CH3:11])=[C:9]([CH3:12])[CH:8]=[C:7]2[C:3]=1[CH:4]=[CH:5][CH2:6]2.[C:13]([C:17]1[CH:22]=[CH:21][C:20](B(O)O)=[CH:19][CH:18]=1)([CH3:16])([CH3:15])[CH3:14].